From a dataset of Full USPTO retrosynthesis dataset with 1.9M reactions from patents (1976-2016). Predict the reactants needed to synthesize the given product. (1) Given the product [Br:36][C:37]1[CH:38]=[C:39]2[C:44](=[C:45]([O:47][CH:1]([CH3:6])[CH3:2])[CH:46]=1)[N:43]=[C:42]([Cl:48])[N:41]=[CH:40]2, predict the reactants needed to synthesize it. The reactants are: [C:1]1(P(C2C=CC=CC=2)C2C=CC=CC=2)[CH:6]=CC=C[CH:2]=1.C(O)(C)C.N(C(OCC)=O)=NC(OCC)=O.[Br:36][C:37]1[CH:38]=[C:39]2[C:44](=[C:45]([OH:47])[CH:46]=1)[N:43]=[C:42]([Cl:48])[N:41]=[CH:40]2. (2) Given the product [C:6]([O:10][C:11]([N:13]1[CH2:18][CH2:17][CH:16]([S:3][C:1](=[O:4])[CH3:2])[CH2:15][CH2:14]1)=[O:12])([CH3:9])([CH3:7])[CH3:8], predict the reactants needed to synthesize it. The reactants are: [C:1]([O-:4])(=[S:3])[CH3:2].[K+].[C:6]([O:10][C:11]([N:13]1[CH2:18][CH2:17][CH:16](Br)[CH2:15][CH2:14]1)=[O:12])([CH3:9])([CH3:8])[CH3:7]. (3) Given the product [Br:1][C:2]1[CH2:6][CH:5]([C:7]([OH:9])=[O:8])[N:4]([C:12]2[C:17]([Cl:18])=[CH:16][CH:15]=[CH:14][N:13]=2)[N:3]=1, predict the reactants needed to synthesize it. The reactants are: [Br:1][C:2]1[CH2:6][CH:5]([C:7]([O:9]CC)=[O:8])[N:4]([C:12]2[C:17]([Cl:18])=[CH:16][CH:15]=[CH:14][N:13]=2)[N:3]=1.[OH-].[Na+]. (4) Given the product [O:21]=[C:22]1[N:28]([CH:29]2[CH2:34][CH2:33][N:32]([C:35]([O:37][C@H:38]([CH2:39][C:40]3[CH:45]=[C:44]([C:46]([F:49])([F:47])[F:48])[C:43]([NH2:50])=[C:42]([Cl:51])[CH:41]=3)[C:52]([N:4]3[CH2:3][CH2:2][N:1]([CH:7]4[CH2:12][CH2:11][N:10]([CH2:13][CH2:14][CH2:15][C:16]([O:18][CH2:19][CH3:20])=[O:17])[CH2:9][CH2:8]4)[CH2:6][CH2:5]3)=[O:53])=[O:36])[CH2:31][CH2:30]2)[CH2:27][CH2:26][C:25]2[CH:55]=[CH:56][CH:57]=[CH:58][C:24]=2[NH:23]1, predict the reactants needed to synthesize it. The reactants are: [N:1]1([CH:7]2[CH2:12][CH2:11][N:10]([CH2:13][CH2:14][CH2:15][C:16]([O:18][CH2:19][CH3:20])=[O:17])[CH2:9][CH2:8]2)[CH2:6][CH2:5][NH:4][CH2:3][CH2:2]1.[O:21]=[C:22]1[N:28]([CH:29]2[CH2:34][CH2:33][N:32]([C:35]([O:37][C@@H:38]([C:52](O)=[O:53])[CH2:39][C:40]3[CH:45]=[C:44]([C:46]([F:49])([F:48])[F:47])[C:43]([NH2:50])=[C:42]([Cl:51])[CH:41]=3)=[O:36])[CH2:31][CH2:30]2)[CH2:27][CH2:26][C:25]2[CH:55]=[CH:56][CH:57]=[CH:58][C:24]=2[NH:23]1.CN(C(ON1N=NC2C=CC=CC1=2)=[N+](C)C)C.[B-](F)(F)(F)F.C(N(CC)CC)C. (5) Given the product [NH2:1][C:2]1[C:3]([C:16]([OH:18])=[O:17])=[N:4][C:5]([C:9]2[CH:14]=[CH:13][CH:12]=[CH:11][C:10]=2[F:15])=[C:6]([F:8])[CH:7]=1, predict the reactants needed to synthesize it. The reactants are: [NH2:1][C:2]1[C:3]([C:16]([O-:18])=[O:17])=[N:4][C:5]([C:9]2[CH:14]=[CH:13][CH:12]=[CH:11][C:10]=2[F:15])=[C:6]([F:8])[CH:7]=1.[Li+].[OH-]. (6) Given the product [C:28]([N:25]1[CH2:26][CH2:27][CH:22]([C:4]2[CH:5]=[N:6][CH:7]=[C:8]([C:9]3[CH:10]=[C:11]4[C:16](=[N:17][CH:18]=3)[N:15]([C:19]([NH2:21])=[O:20])[CH2:14][CH2:13][CH2:12]4)[C:3]=2[C:1]#[N:2])[CH2:23][CH2:24]1)(=[O:30])[CH3:29], predict the reactants needed to synthesize it. The reactants are: [C:1]([C:3]1[C:8]([C:9]2[CH:10]=[C:11]3[C:16](=[N:17][CH:18]=2)[N:15]([C:19]([NH2:21])=[O:20])[CH2:14][CH2:13][CH2:12]3)=[CH:7][N:6]=[CH:5][C:4]=1[CH:22]1[CH2:27][CH2:26][NH:25][CH2:24][CH2:23]1)#[N:2].[C:28](O)(=[O:30])[CH3:29].C(N(CC)CC)C.CN(C(ON1N=NC2C=CC=CC1=2)=[N+](C)C)C.[B-](F)(F)(F)F. (7) Given the product [CH2:1](/[N:5]=[CH:6]/[C:7]1[C:12]([F:13])=[CH:11][CH:10]=[CH:9][C:8]=1[CH2:15][CH3:16])[CH2:2][CH2:3][CH3:4], predict the reactants needed to synthesize it. The reactants are: [CH2:1](/[N:5]=[CH:6]/[C:7]1[C:12]([F:13])=[CH:11][CH:10]=[CH:9][C:8]=1Cl)[CH2:2][CH2:3][CH3:4].[CH2:15]([Mg]Br)[CH3:16].